This data is from Catalyst prediction with 721,799 reactions and 888 catalyst types from USPTO. The task is: Predict which catalyst facilitates the given reaction. Reactant: [CH2:1]([N:3]1[CH2:7][CH2:6][C@@H:5]([NH:8]C(=O)OC(C)(C)C)[CH2:4]1)[CH3:2].[ClH:16]. Product: [ClH:16].[ClH:16].[CH2:1]([N:3]1[CH2:7][CH2:6][C@@H:5]([NH2:8])[CH2:4]1)[CH3:2]. The catalyst class is: 71.